This data is from Experimentally validated miRNA-target interactions with 360,000+ pairs, plus equal number of negative samples. The task is: Binary Classification. Given a miRNA mature sequence and a target amino acid sequence, predict their likelihood of interaction. (1) The miRNA is cel-miR-255-3p with sequence AAACUGAAGAGAUUUUUUACAG. The protein sequence of the target gene is MAPAAASPPEVIRAAQKDEYYRGGLRSAAGGALHSLAGARKWLEWRKEVELLSDVAYFGLTTLAGYQTLGEEYVSIIQVDPSRIHVPSSLRRGVLVTLHAVLPYLLDKALLPLEQELQADPDSGRPLQGSLGPGGRGCSGARRWMRHHTATLTEQQRRALLRAVFVLRQGLACLQRLHVAWFYIHGVFYHLAKRLTGITYLRVRSLPGEDLRARVSYRLLGVISLLHLVLSMGLQLYGFRQRQRARKEWRLHRGLSHRRASLEERAVSRNPLCTLCLEERRHPTATPCGHLFCWECITAW.... Result: 0 (no interaction). (2) The miRNA is hsa-miR-450b-5p with sequence UUUUGCAAUAUGUUCCUGAAUA. The protein sequence of the target gene is MSEVLPYGDEKLSPYGDGGDVGQIFSCRLQDTNNFFGAGQSKRPPKLGQIGRSKRVVIEDDRIDDVLKTMTDKAPPGV. Result: 0 (no interaction). (3) The miRNA is hsa-miR-376c-5p with sequence GGUGGAUAUUCCUUCUAUGUU. The protein sequence of the target gene is MGAKQSGPAANGRTRAYSGSDLPSGTGSGGGGADGARAARFAAPVSGAQQPSASAGAAAAAAAAASAPAAPRSRSLGGAVGSASGGRAAQSAFSIPSAGGGGGPYGSQDSVHSSPEDSVGARDRDRPAGGGPGGPRLVIGSLPAHLSPHLFGGFKCPVCSKFVPSDEMDLHLVMCLTKPRITYNEDVLSKDTGECAICLEELQQGDTIARLPCLCIYHKGCIDEWFEVNRSCPEHPSD. Result: 0 (no interaction). (4) The miRNA is hsa-miR-128-1-5p with sequence CGGGGCCGUAGCACUGUCUGAGA. The protein sequence of the target gene is MSYSCGLPSLSCRTSCSSRPCVPPSCHGCTLPGACNIPANVSNCNWFCEGSFNGSEKETMQFLNDRLASYLEKVRQLERDNAELENLIRERSQQQEPLVCASYQSYFKTIEELQQKILCSKSENARLVVQIDNAKLASDDFRTKYETELSLRQLVESDINGLRRILDELTLCRSDLEAQVESLKEELLCLKQNHEQEVNTLRCQLGDRLNVEVDAAPTVDLNQVLNETRSQYEALVETNRREVEQWFATQTEELNKQVVSSSEQLQSYQAEIIELRRTVNALEIELQAQHNLRDSLENTL.... Result: 0 (no interaction). (5) The miRNA is hsa-miR-1179 with sequence AAGCAUUCUUUCAUUGGUUGG. Result: 0 (no interaction). The protein sequence of the target gene is MAQHDFAPAWLNFPTPPSSTKSSLNFEKHSENFSWTENRYDVSRRRHNSSDGFDSGIGRPNGGNFGRKEKNGWRTHGRNGTENINHRGGYHGGNSRSRSSIFHSGKSQGLHENSIPDNETGRKEDKRERRQFEAEDFPSLNPEYEREPNQNKSLAAGVWDYPPNPKSRTPRMLVIKKGNTKDLQLSGFPVAGNLQSQPVKNGTGPSVYKGLVPKPAVPPTKPTQWKSQTKENKVGTSFSHESTYGVGNFNTFKSTAKNISPSTNSVKECNRSNSSSPVDKLNQQPRLTKLTRMRSDKKSE.... (6) The miRNA is hsa-miR-6809-3p with sequence CUUCUCUUCUCUCCUUCCCAG. The protein sequence of the target gene is MSTGPDVKATVGDISSDGNLNVAQEECSRKGFCSVRHGLALILQLCNFSIYTQQMNLSIAIPAMVNNTAPPSQPNASTERPSTDSQGYWNETLKEFKAMAPAYDWSPEIQGIILSSLNYGSFLAPIPSGYVAGIFGAKYVVGAGLFISSFLTLFIPLAANAGVALLIVLRIVQGIAQVMVLTGQYSIWVKWAPPLERSQLTTIAGSGSMLGSFIVLLAGGLLCQTIGWPYVFYIFGGIGCACCPLWFPLIYDDPVNHPFISAGEKRYIVCSLAQQDCSPGWSLPIRAMIKSLPLWAILVS.... Result: 0 (no interaction). (7) The miRNA is hsa-miR-4725-3p with sequence UGGGGAAGGCGUCAGUGUCGGG. The protein sequence of the target gene is MAEVGEIIEGCRLPVLRRNQDNEDEWPLAEILSVKDISGRKLFYVHYIDFNKRLDEWVTHERLDLKKIQFPKKEAKTPTKNGLPGSRPGSPEREVPASAQASGKTLPIPVQITLRFNLPKEREAIPGGEPDQPLSSSSCLQPNHRSTKRKVEVVSPATPVPSETAPASVFPQNGAARRAVAAQPGRKRKSNCLGTDEDSQDSSDGIPSAPRMTGSLVSDRSHDDIVTRMKNIECIELGRHRLKPWYFSPYPQELTTLPVLYLCEFCLKYGRSLKCLQRHLTKCDLRHPPGNEIYRKGTIS.... Result: 0 (no interaction). (8) The miRNA is hsa-miR-6753-5p with sequence CACCAGGGCAGAGCAGGGCUGA. The protein sequence of the target gene is MSGIGNKRAAGEPGTSMPPEKKTAVEDSGTTVETIKLGGVSSTEELDIRTLQSKNRKLAEMLDQRQAIEDELREHIEKLERRQATDDASLLIVNRYWSQFDENIRIILKRYDLDQGLGDLLTERKALVVPEPEPDSDSNQERKDDRERGDGQEPAFSFLATLASSSSEEMESQLQERVESSRRAVSQIVTVYDKLQEKVDLLSRKLNSGDNLIVEEAVQELNSFLAQENVRLQELTDLLQEKHHTMSQEFCKLQGKVETAESRVSVLESMIDDLQWDIDKIRKREQRLNRHLAEVLERVN.... Result: 0 (no interaction). (9) The miRNA is hsa-miR-1258 with sequence AGUUAGGAUUAGGUCGUGGAA. The protein sequence of the target gene is MPVHSRGDKKETNHHDEMEVDYAENEGSSSEDEDTESSSVSEDGDSSEMDDEDCERRRMECLDEMSNLEKQFTDLKDQLYKERLSQVDAKLQEVIAGKAPEYLEPLATLQENMQIRTKVAGIYRELCLESVKNKYECEIQASRQHCESEKLLLYDTVQSELEEKIRRLEEDRHSIDITSELWNDELQSRKKRKDPFSPDKKKPVVVSGPYIVYMLQDLDILEDWTTIRKAMATLGPHRVKTEPPVKLEKHLHSARSEEGRLYYDGEWYIRGQTICIDRKDECPTSAVITTINHDEVWFKR.... Result: 0 (no interaction).